From a dataset of Full USPTO retrosynthesis dataset with 1.9M reactions from patents (1976-2016). Predict the reactants needed to synthesize the given product. (1) Given the product [Cl:25][CH2:21][C:18]1[CH:19]=[CH:20][C:15]([O:14][CH2:13][C:3]2[N:4]=[C:5]([C:7]3[CH:12]=[CH:11][CH:10]=[CH:9][CH:8]=3)[O:6][C:2]=2[CH3:1])=[N:16][CH:17]=1, predict the reactants needed to synthesize it. The reactants are: [CH3:1][C:2]1[O:6][C:5]([C:7]2[CH:12]=[CH:11][CH:10]=[CH:9][CH:8]=2)=[N:4][C:3]=1[CH2:13][O:14][C:15]1[CH:20]=[CH:19][C:18]([CH2:21]O)=[CH:17][N:16]=1.S(Cl)([Cl:25])=O.C(=O)([O-])O.[Na+]. (2) Given the product [CH2:1]([N:8]1[CH2:12][CH2:11][C@H:10]([Cl:34])[CH2:9]1)[C:2]1[CH:7]=[CH:6][CH:5]=[CH:4][CH:3]=1, predict the reactants needed to synthesize it. The reactants are: [CH2:1]([N:8]1[CH2:12][CH2:11][C@@H:10](O)[CH2:9]1)[C:2]1[CH:7]=[CH:6][CH:5]=[CH:4][CH:3]=1.C1(P(C2C=CC=CC=2)C2C=CC=CC=2)C=CC=CC=1.C(Cl)(Cl)(Cl)[Cl:34]. (3) Given the product [CH3:19][C:14]1[CH:15]=[C:16]([CH3:18])[N:17]=[C:12]([N:8]2[CH2:9][CH2:10][C:5]3([O:4][CH2:3][CH2:2][O:1]3)[CH2:6][CH2:7]2)[N:13]=1, predict the reactants needed to synthesize it. The reactants are: [O:1]1[C:5]2([CH2:10][CH2:9][NH:8][CH2:7][CH2:6]2)[O:4][CH2:3][CH2:2]1.Cl[C:12]1[N:17]=[C:16]([CH3:18])[CH:15]=[C:14]([CH3:19])[N:13]=1.CC(C1C=C(C(C)C)C(C2C=CC=CC=2P(C2CCCCC2)C2CCCCC2)=C(C(C)C)C=1)C.CC(C)([O-])C.[Na+]. (4) Given the product [Cl:1][C:2]1[C:7]([F:8])=[CH:6][C:5]([C:9]2[C:14]([C:15]([NH:28][CH3:27])=[O:16])=[CH:13][N:12]=[CH:11][CH:10]=2)=[C:4]([F:18])[CH:3]=1, predict the reactants needed to synthesize it. The reactants are: [Cl:1][C:2]1[C:7]([F:8])=[CH:6][C:5]([C:9]2[C:14]([C:15](O)=[O:16])=[CH:13][N:12]=[CH:11][CH:10]=2)=[C:4]([F:18])[CH:3]=1.S(Cl)(Cl)=O.Cl.CN.C[CH2:27][N:28](C(C)C)C(C)C. (5) Given the product [CH:31]1([C@@H:36]2[NH:41][C:40](=[O:42])[C@H:39]([CH2:43][CH:44]([CH3:46])[CH3:45])[N:38]([C:59]([C:56]3[N:55]=[C:54]([C:51]4[CH:52]=[CH:53][C:48]([F:47])=[CH:49][CH:50]=4)[O:58][N:57]=3)=[O:60])[CH2:37]2)[CH2:32][CH2:33][CH2:34][CH2:35]1, predict the reactants needed to synthesize it. The reactants are: C([C@@H]1N(C(=O)C2C=CC(OC3C=CC=CC=3)=CC=2)C[C@H](CC(C)C)NC1=O)C(C)C.[CH:31]1([C@@H:36]2[NH:41][C:40](=[O:42])[C@H:39]([CH2:43][CH:44]([CH3:46])[CH3:45])[NH:38][CH2:37]2)[CH2:35][CH2:34][CH2:33][CH2:32]1.[F:47][C:48]1[CH:53]=[CH:52][C:51]([C:54]2[O:58][N:57]=[C:56]([C:59](O)=[O:60])[N:55]=2)=[CH:50][CH:49]=1. (6) Given the product [Br:1][C:2]1[C:7](=[O:8])[NH:6][CH:5]=[C:4]([C:9]([NH:26][C:25]2[CH:24]=[C:23]([F:22])[C:29]([F:30])=[C:28]([F:31])[CH:27]=2)=[O:11])[CH:3]=1, predict the reactants needed to synthesize it. The reactants are: [Br:1][C:2]1[C:7](=[O:8])[NH:6][CH:5]=[C:4]([C:9]([OH:11])=O)[CH:3]=1.N1C=CC=CC=1.S(Cl)(Cl)=O.[F:22][C:23]1[CH:24]=[C:25]([CH:27]=[C:28]([F:31])[C:29]=1[F:30])[NH2:26].